This data is from Forward reaction prediction with 1.9M reactions from USPTO patents (1976-2016). The task is: Predict the product of the given reaction. (1) Given the reactants Cl[C:2]1[N:10]=[C:9](Cl)[CH:8]=[CH:7][C:3]=1[C:4]([NH2:6])=[O:5].[O:12]([C:19]1[CH:24]=[CH:23][C:22]([OH:25])=[CH:21][CH:20]=1)[C:13]1[CH:18]=[CH:17][CH:16]=[CH:15][CH:14]=1.CC1(C)C(C)(C)OB([C:34]2[CH2:35][N:36]([C:39]([O:41]C(C)(C)C)=O)[CH2:37][CH:38]=2)O1.[C:47](Cl)(=O)[CH:48]=C.N1C=CCCC1.N1CCCCC1, predict the reaction product. The product is: [C:39]([N:36]1[CH2:35][CH2:34][CH:38]([C:9]2[CH:8]=[CH:7][C:3]([C:4]([NH2:6])=[O:5])=[C:2]([O:25][C:22]3[CH:21]=[CH:20][C:19]([O:12][C:13]4[CH:18]=[CH:17][CH:16]=[CH:15][CH:14]=4)=[CH:24][CH:23]=3)[N:10]=2)[CH2:37]1)(=[O:41])[CH:47]=[CH2:48]. (2) Given the reactants [Br:1][C:2]1[CH:3]=[CH:4][C:5]([C:8](=[N:10][OH:11])[NH2:9])=[N:6][CH:7]=1.[C:12](OC(=O)C)(=O)[CH3:13], predict the reaction product. The product is: [Br:1][C:2]1[CH:3]=[CH:4][C:5]([C:8]2[N:9]=[C:12]([CH3:13])[O:11][N:10]=2)=[N:6][CH:7]=1. (3) Given the reactants [OH-].[Na+:2].C([O:5][C:6](=[O:22])[CH2:7][C:8]1[N:13]=[C:12]([O:14][CH3:15])[CH:11]=[C:10]([N:16]2[CH2:21][CH2:20][O:19][CH2:18][CH2:17]2)[N:9]=1)C, predict the reaction product. The product is: [CH3:15][O:14][C:12]1[CH:11]=[C:10]([N:16]2[CH2:17][CH2:18][O:19][CH2:20][CH2:21]2)[N:9]=[C:8]([CH2:7][C:6]([O-:22])=[O:5])[N:13]=1.[Na+:2]. (4) The product is: [F:30][C:4]1[CH:3]=[C:2]([NH:1][C:56]([NH:55][C:53](=[O:54])[CH2:52][C:46]2[CH:47]=[CH:48][CH:49]=[CH:50][CH:51]=2)=[S:57])[CH:29]=[CH:28][C:5]=1[O:6][C:7]1[CH:12]=[CH:11][N:10]=[C:9]([NH:13][C:14]([N:16]2[CH2:21][CH2:20][N:19]([CH2:22][CH2:23][N:24]3[CH2:27][CH2:26][CH2:25]3)[CH2:18][CH2:17]2)=[O:15])[CH:8]=1. Given the reactants [NH2:1][C:2]1[CH:29]=[CH:28][C:5]([O:6][C:7]2[CH:12]=[CH:11][N:10]=[C:9]([NH:13][C:14]([N:16]3[CH2:21][CH2:20][N:19]([CH2:22][CH2:23][N:24]4[CH2:27][CH2:26][CH2:25]4)[CH2:18][CH2:17]3)=[O:15])[CH:8]=2)=[C:4]([F:30])[CH:3]=1.[C@]12(CS(O)(=O)=O)C(C)(C)C(CC1)CC2=O.[C:46]1([CH2:52][C:53]([N:55]=[C:56]=[S:57])=[O:54])[CH:51]=[CH:50][CH:49]=[CH:48][CH:47]=1.C(OCC)C, predict the reaction product.